This data is from Reaction yield outcomes from USPTO patents with 853,638 reactions. The task is: Predict the reaction yield, written as a fraction of the theoretical maximum amount of product (1.0 means a 100% yield; for example, 0.34 means a 34% yield). (1) The reactants are [C:1]1([C:7]2[S:11][C:10]([C:12]([O:14][CH2:15][CH3:16])=O)=[N:9][N:8]=2)[CH:6]=[CH:5][CH:4]=[CH:3][CH:2]=1.[CH3:17][O:18][C:19]1[CH:20]=[C:21]2[O:25][C:24]([C:26]3[N:27]=[C:28]4[N:32]([CH:33]=3)[N:31]=[C:30]([O:34][CH3:35])[S:29]4)=[CH:23][C:22]2=C(O)C=1.C1(P(C2C=CC=CC=2)C2C=CC=CC=2)C=CC=CC=1.N(C(OC(C)C)=O)=NC(OC(C)C)=O. The catalyst is C1COCC1.N(C(OC(C)C)=O)=NC(OC(C)C)=O.C(Cl)Cl.C1C=CC=CC=1. The product is [CH3:35][O:34][C:30]1[S:29][C:28]2=[N:27][C:26]([C:24]3[O:25][C:21]4[CH:20]=[C:19]([O:18][CH3:17])[CH:16]=[C:15]([O:14][CH2:12][C:10]5[S:11][C:7]([C:1]6[CH:6]=[CH:5][CH:4]=[CH:3][CH:2]=6)=[N:8][N:9]=5)[C:22]=4[CH:23]=3)=[CH:33][N:32]2[N:31]=1. The yield is 0.290. (2) The reactants are [CH2:1]([O:8][C:9]1[CH:14]=[CH:13][C:12]([C:15]2[NH:23][C:22]3[C:21](=[O:24])[N:20]([CH2:25][CH2:26][CH3:27])[C:19]([Cl:28])=[N:18][C:17]=3[N:16]=2)=[CH:11][CH:10]=1)[C:2]1[CH:7]=[CH:6][CH:5]=[CH:4][CH:3]=1.C(=O)([O-])[O-].[K+].[K+].[CH3:35][Si:36]([CH3:43])([CH3:42])[CH2:37][CH2:38][O:39][CH2:40]Cl. The catalyst is CN(C=O)C.O. The product is [CH2:1]([O:8][C:9]1[CH:10]=[CH:11][C:12]([C:15]2[N:23]([CH2:40][O:39][CH2:38][CH2:37][Si:36]([CH3:43])([CH3:42])[CH3:35])[C:22]3[C:21](=[O:24])[N:20]([CH2:25][CH2:26][CH3:27])[C:19]([Cl:28])=[N:18][C:17]=3[N:16]=2)=[CH:13][CH:14]=1)[C:2]1[CH:7]=[CH:6][CH:5]=[CH:4][CH:3]=1. The yield is 0.700. (3) The reactants are [CH3:1][CH:2]1[CH2:7][C:6](=[O:8])[CH:5]=[C:4]([C:9]2[CH:14]=[CH:13][N:12]=[CH:11][C:10]=2[N+:15]([O-:17])=[O:16])[CH2:3]1.[BH4-].[Na+]. The catalyst is CCO. The product is [CH3:1][C@@H:2]1[CH2:7][C@H:6]([OH:8])[CH:5]=[C:4]([C:9]2[CH:14]=[CH:13][N:12]=[CH:11][C:10]=2[N+:15]([O-:17])=[O:16])[CH2:3]1. The yield is 0.940. (4) The reactants are [C:1]([N:3]=[C:4]([NH2:17])[NH:5][C:6]1[CH:7]=[C:8]2[C:12](=[C:13]([I:15])[CH:14]=1)[NH:11][C:10]([CH3:16])=[CH:9]2)#[N:2]. The catalyst is COCCOCCOC. The product is [I:15][C:13]1[C:12]2[NH:11][C:10]([CH3:16])=[CH:9][C:8]=2[C:7]2[C:6]([CH:14]=1)=[N:5][C:4]([NH2:17])=[N:3][C:1]=2[NH2:2]. The yield is 0.140. (5) The reactants are Br[C:2]1[CH:7]=[CH:6][C:5](Br)=[CH:4][N:3]=1.C(N([CH2:14][CH3:15])CC)C.[C:16]([Si:18]([CH3:21])([CH3:20])[CH3:19])#[CH:17]. The catalyst is CN(C=O)C.[Cu](I)I.C1C=CC(P(C2C=CC=CC=2)[C-]2C=CC=C2)=CC=1.C1C=CC(P(C2C=CC=CC=2)[C-]2C=CC=C2)=CC=1.Cl[Pd]Cl.[Fe+2].C(Cl)Cl. The product is [CH3:19][Si:18]([CH3:21])([CH3:20])[C:16]#[C:17][C:5]1[CH:4]=[N:3][C:2]([C:15]#[C:14][Si:18]([CH3:20])([CH3:19])[CH3:16])=[CH:7][CH:6]=1. The yield is 0.434.